This data is from Peptide-MHC class I binding affinity with 185,985 pairs from IEDB/IMGT. The task is: Regression. Given a peptide amino acid sequence and an MHC pseudo amino acid sequence, predict their binding affinity value. This is MHC class I binding data. (1) The peptide sequence is AENDDVRST. The MHC is HLA-B44:02 with pseudo-sequence HLA-B44:02. The binding affinity (normalized) is 0.763. (2) The peptide sequence is RKCCRAKFKQLLQH. The MHC is HLA-B45:01 with pseudo-sequence HLA-B45:01. The binding affinity (normalized) is 0. (3) The MHC is HLA-A03:01 with pseudo-sequence HLA-A03:01. The peptide sequence is QLNDTIHLH. The binding affinity (normalized) is 0. (4) The peptide sequence is HTFTAPIAK. The MHC is HLA-A31:01 with pseudo-sequence HLA-A31:01. The binding affinity (normalized) is 0.723. (5) The peptide sequence is YYTEQPIDL. The MHC is HLA-A29:02 with pseudo-sequence HLA-A29:02. The binding affinity (normalized) is 0.438. (6) The peptide sequence is SLYKYLLLR. The MHC is HLA-A03:01 with pseudo-sequence HLA-A03:01. The binding affinity (normalized) is 0.683. (7) The peptide sequence is YPHFMPTNL. The MHC is H-2-Lq with pseudo-sequence YESYYRIIAGQWFVNTLYIRYEYYTWAAYAYEWY. The binding affinity (normalized) is 0.664. (8) The peptide sequence is RVIDPRRCL. The MHC is HLA-B51:01 with pseudo-sequence HLA-B51:01. The binding affinity (normalized) is 0.0847. (9) The peptide sequence is IVDYVTAYG. The MHC is HLA-B58:01 with pseudo-sequence HLA-B58:01. The binding affinity (normalized) is 0.0847. (10) The peptide sequence is EVRKAIEFV. The MHC is HLA-B58:01 with pseudo-sequence HLA-B58:01. The binding affinity (normalized) is 0.213.